From a dataset of Full USPTO retrosynthesis dataset with 1.9M reactions from patents (1976-2016). Predict the reactants needed to synthesize the given product. (1) Given the product [O:1]=[C:2]1[NH:7][C:6]2[CH:8]=[C:9]([C:12]3[CH:17]([C:18]4[CH:19]=[CH:20][CH:21]=[CH:22][CH:23]=4)[S:16][C:15]4=[N:24][C:25]([C:27]([NH2:32])=[O:29])=[CH:26][N:14]4[CH:13]=3)[CH:10]=[CH:11][C:5]=2[O:4][CH2:3]1, predict the reactants needed to synthesize it. The reactants are: [O:1]=[C:2]1[NH:7][C:6]2[CH:8]=[C:9]([C:12]3[CH:17]([C:18]4[CH:23]=[CH:22][CH:21]=[CH:20][CH:19]=4)[S:16][C:15]4=[N:24][C:25]([C:27]([OH:29])=O)=[CH:26][N:14]4[CH:13]=3)[CH:10]=[CH:11][C:5]=2[O:4][CH2:3]1.CC[N:32]=C=NCCCN(C)C.N1(O)C2C=CC=CC=2N=N1. (2) Given the product [F:18][C:19]1[CH:24]=[CH:23][C:22]([C:25]2[C:33]3[C:28](=[CH:29][C:30]([C:34]([N:1]4[CH2:2][CH:3]([N:5]5[CH2:6][CH2:7][N:8]([C:11]([C:13]6[S:14][CH:15]=[CH:16][N:17]=6)=[O:12])[CH2:9][CH2:10]5)[CH2:4]4)=[O:35])=[CH:31][CH:32]=3)[NH:27][CH:26]=2)=[CH:21][CH:20]=1, predict the reactants needed to synthesize it. The reactants are: [NH:1]1[CH2:4][CH:3]([N:5]2[CH2:10][CH2:9][N:8]([C:11]([C:13]3[S:14][CH:15]=[CH:16][N:17]=3)=[O:12])[CH2:7][CH2:6]2)[CH2:2]1.[F:18][C:19]1[CH:24]=[CH:23][C:22]([C:25]2[C:33]3[C:28](=[CH:29][C:30]([C:34](O)=[O:35])=[CH:31][CH:32]=3)[NH:27][CH:26]=2)=[CH:21][CH:20]=1.CCN(CC)CC.CN(C(ON1N=NC2C=CC=NC1=2)=[N+](C)C)C.F[P-](F)(F)(F)(F)F.